Dataset: Rat liver microsome stability data. Task: Regression/Classification. Given a drug SMILES string, predict its absorption, distribution, metabolism, or excretion properties. Task type varies by dataset: regression for continuous measurements (e.g., permeability, clearance, half-life) or binary classification for categorical outcomes (e.g., BBB penetration, CYP inhibition). Dataset: rlm. (1) The drug is CCN(CC)CCNC(=O)c1ccc(C(CC)(CC)c2ccc(OCS(=O)(=O)c3ccccc3)c(C)c2)n1CC. The result is 0 (unstable in rat liver microsomes). (2) The compound is CCCCCCOC(=O)C=Cc1ccc(NC(=O)C2(NC(=O)c3ccc4c(C5CCCC5)c(-c5ncc(Cl)cn5)n(C)c4c3)CCC2)cc1OCC. The result is 0 (unstable in rat liver microsomes).